This data is from CYP2C19 inhibition data for predicting drug metabolism from PubChem BioAssay. The task is: Regression/Classification. Given a drug SMILES string, predict its absorption, distribution, metabolism, or excretion properties. Task type varies by dataset: regression for continuous measurements (e.g., permeability, clearance, half-life) or binary classification for categorical outcomes (e.g., BBB penetration, CYP inhibition). Dataset: cyp2c19_veith. (1) The molecule is CCCCNC(=O)NC1C(NC(=O)NCCCC)N(C)C(=O)N1C. The result is 0 (non-inhibitor). (2) The molecule is C=C[C@H]1CN2CC[C@@H]1C[C@H]2[C@@H](O)c1ccnc2ccc(OC)cc12.Cl.O. The result is 0 (non-inhibitor).